From a dataset of Reaction yield outcomes from USPTO patents with 853,638 reactions. Predict the reaction yield, written as a fraction of the theoretical maximum amount of product (1.0 means a 100% yield; for example, 0.34 means a 34% yield). (1) No catalyst specified. The yield is 0.580. The product is [C:1]([O:5][C:6]([N:8]1[CH2:12][CH2:11][CH2:10][C@@H:9]1[CH2:13][O:14][C:15]1[CH:20]=[CH:19][C:18]([O:21][CH2:27][C:26]2[CH:29]=[CH:30][C:23]([Cl:22])=[CH:24][CH:25]=2)=[CH:17][CH:16]=1)=[O:7])([CH3:4])([CH3:2])[CH3:3]. The reactants are [C:1]([O:5][C:6]([N:8]1[CH2:12][CH2:11][CH2:10][C@@H:9]1[CH2:13][O:14][C:15]1[CH:20]=[CH:19][C:18]([OH:21])=[CH:17][CH:16]=1)=[O:7])([CH3:4])([CH3:3])[CH3:2].[Cl:22][C:23]1[CH:30]=[CH:29][C:26]([CH2:27]Br)=[CH:25][CH:24]=1. (2) The reactants are [Al+3].[Cl-].[Cl-].[Cl-].[Br:5][C:6]1[CH:7]=[C:8]2[CH:14]=[CH:13][NH:12][C:9]2=[N:10][CH:11]=1.[C:15](Cl)(=[O:22])[C:16]1[CH:21]=[CH:20][CH:19]=[CH:18][CH:17]=1. The catalyst is ClCCl. The product is [Br:5][C:6]1[CH:7]=[C:8]2[C:14]([C:15]([C:16]3[CH:21]=[CH:20][CH:19]=[CH:18][CH:17]=3)=[O:22])=[CH:13][NH:12][C:9]2=[N:10][CH:11]=1. The yield is 0.400.